Dataset: Drug-target binding data from BindingDB using Ki measurements. Task: Regression. Given a target protein amino acid sequence and a drug SMILES string, predict the binding affinity score between them. We predict pKi (pKi = -log10(Ki in M); higher means stronger inhibition). Dataset: bindingdb_ki. (1) The drug is C[C@@H](NC(=O)[C@@H](N)Cc1ccc(O)cc1)C(=O)NCC(=O)N(C)[C@@H](Cc1ccccc1)C(=O)NCCO. The target is MLLARMKPQVQPELGGADQ. The pKi is 5.0. (2) The small molecule is C=C(NC(=O)[C@H](C)NC(=O)[C@@H](N)CCCN=C(N)N)C(=O)N[C@H](C(=O)N[C@@H](C)C(=O)O)C(C)C. The target protein (P29144) has sequence MATAATEEPFPFHGLLPKKETGAASFLCRYPEYDGRGVLIAVLDTGVDPGAPGMQVTTDGKPKIVDIIDTTGSGDVNTATEVEPKDGEIVGLSGRVLKIPASWTNPSGKYHIGIKNGYDFYPKALKERIQKERKEKIWDPVHRVALAEACRKQEEFDVANNGSSQANKLIKEELQSQVELLNSFEKKYSDPGPVYDCLVWHDGEVWRACIDSNEDGDLSKSTVLRNYKEAQEYGSFGTAEMLNYSVNIYDDGNLLSIVTSGGAHGTHVASIAAGHFPEEPERNGVAPGAQILSIKIGDTRLSTMETGTGLIRAMIEVINHKCDLVNYSYGEATHWPNSGRICEVINEAVWKHNIIYVSSAGNNGPCLSTVGCPGGTTSSVIGVGAYVSPDMMVAEYSLREKLPANQYTWSSRGPSADGALGVSISAPGGAIASVPNWTLRGTQLMNGTSMSSPNACGGIALILSGLKANNIDYTVHSVRRALENTAVKADNIEVFAQGHG.... The pKi is 7.7.